This data is from Reaction yield outcomes from USPTO patents with 853,638 reactions. The task is: Predict the reaction yield, written as a fraction of the theoretical maximum amount of product (1.0 means a 100% yield; for example, 0.34 means a 34% yield). (1) The reactants are C[O:2][C:3]1[CH:8]=[C:7]([C:9]2[CH:14]=[C:13]([CH3:15])[CH:12]=[CH:11][C:10]=2[N:16]2[CH:20]=[C:19]([C:21]([F:24])([F:23])[F:22])[N:18]=[N:17]2)[N:6]=[CH:5][N:4]=1.Br. The catalyst is CC(O)=O. The product is [CH3:15][C:13]1[CH:12]=[CH:11][C:10]([N:16]2[CH:20]=[C:19]([C:21]([F:24])([F:22])[F:23])[N:18]=[N:17]2)=[C:9]([C:7]2[N:6]=[CH:5][N:4]=[C:3]([OH:2])[CH:8]=2)[CH:14]=1. The yield is 0.675. (2) The reactants are P(Cl)(Cl)(Cl)=O.[CH3:6][O:7][C:8]1[CH:27]=[CH:26][C:11]([CH2:12][N:13]2[C:21]3[CH:20]=[CH:19][CH:18]=[C:17]([C:22]([O:24][CH3:25])=[O:23])[C:16]=3[CH:15]=[CH:14]2)=[CH:10][CH:9]=1.[OH-].[Na+].CN([CH:33]=[O:34])C. No catalyst specified. The product is [CH:33]([C:15]1[C:16]2[C:17]([C:22]([O:24][CH3:25])=[O:23])=[CH:18][CH:19]=[CH:20][C:21]=2[N:13]([CH2:12][C:11]2[CH:10]=[CH:9][C:8]([O:7][CH3:6])=[CH:27][CH:26]=2)[CH:14]=1)=[O:34]. The yield is 0.930. (3) The reactants are Br[C:2]1[N:6]2[C:7]3[C:12]([N:13]=[C:14]([CH3:15])[C:5]2=[C:4]([C:18]([F:21])([F:20])[F:19])[N:3]=1)=[CH:11][CH:10]=[C:9]([O:16][CH3:17])[N:8]=3.[Cl:22][C:23]1[CH:28]=[CH:27][C:26]([Cl:29])=[CH:25][C:24]=1B(O)O. No catalyst specified. The product is [Cl:22][C:23]1[CH:28]=[CH:27][C:26]([Cl:29])=[CH:25][C:24]=1[C:2]1[N:6]2[C:7]3[N:8]=[C:9]([O:16][CH3:17])[CH:10]=[CH:11][C:12]=3[N:13]=[C:14]([CH3:15])[C:5]2=[C:4]([C:18]([F:21])([F:20])[F:19])[N:3]=1. The yield is 0.450. (4) The reactants are [CH3:1][O:2][C:3]1[CH:12]=[N:11][C:10]2[C:5](=[C:6]([CH:13]3[CH2:15][O:14]3)[CH:7]=[CH:8][CH:9]=2)[N:4]=1.[NH4+].[Cl-].[N-:18]=[N+:19]=[N-:20].[Na+]. The catalyst is CO. The product is [N:18]([CH:13]([C:6]1[CH:7]=[CH:8][CH:9]=[C:10]2[C:5]=1[N:4]=[C:3]([O:2][CH3:1])[CH:12]=[N:11]2)[CH2:15][OH:14])=[N+:19]=[N-:20]. The yield is 0.770. (5) The reactants are [F:1][C:2]1[CH:7]=[CH:6][CH:5]=[CH:4][C:3]=1[N:8]1[C:12]([CH2:13][O:14][C:15]2[CH:24]=[CH:23][C:18]([C:19]([O:21]C)=[O:20])=[CH:17][N:16]=2)=[C:11]([CH3:25])[N:10]=[N:9]1.COC(=O)C1C=CC(OCC2N(C3C=CC(F)=CC=3)N=NC=2C)=NC=1. No catalyst specified. The product is [F:1][C:2]1[CH:7]=[CH:6][CH:5]=[CH:4][C:3]=1[N:8]1[C:12]([CH2:13][O:14][C:15]2[CH:24]=[CH:23][C:18]([C:19]([OH:21])=[O:20])=[CH:17][N:16]=2)=[C:11]([CH3:25])[N:10]=[N:9]1. The yield is 0.860. (6) The reactants are [N:1]1([C:7]2[N:12]=[C:11]([N:13]3[CH2:18][CH2:17][O:16][CH2:15][CH2:14]3)[N:10]=[C:9]([C:19]3[CH:25]=[CH:24][C:22]([NH2:23])=[CH:21][CH:20]=3)[N:8]=2)[CH2:6][CH2:5][O:4][CH2:3][CH2:2]1.[F:26][C:27]1[CH:32]=[CH:31][C:30]([N:33]=[C:34]=[O:35])=[CH:29][CH:28]=1. No catalyst specified. The product is [N:1]1([C:7]2[N:12]=[C:11]([N:13]3[CH2:18][CH2:17][O:16][CH2:15][CH2:14]3)[N:10]=[C:9]([C:19]3[CH:25]=[CH:24][C:22]([NH:23][C:34]([NH:33][C:30]4[CH:31]=[CH:32][C:27]([F:26])=[CH:28][CH:29]=4)=[O:35])=[CH:21][CH:20]=3)[N:8]=2)[CH2:2][CH2:3][O:4][CH2:5][CH2:6]1. The yield is 0.330. (7) The reactants are I[C:2]1[CH:8]=[CH:7][C:5]([NH2:6])=[CH:4][CH:3]=1.[C:9]([O:13][C:14]([N:16]1[CH2:21][CH2:20][NH:19][C:18](=[O:22])[CH2:17]1)=[O:15])([CH3:12])([CH3:11])[CH3:10].C([O-])([O-])=O.[K+].[K+]. The catalyst is O1CCOCC1.[Cu]I. The product is [C:9]([O:13][C:14]([N:16]1[CH2:21][CH2:20][N:19]([C:2]2[CH:8]=[CH:7][C:5]([NH2:6])=[CH:4][CH:3]=2)[C:18](=[O:22])[CH2:17]1)=[O:15])([CH3:12])([CH3:10])[CH3:11]. The yield is 0.870.